Dataset: Forward reaction prediction with 1.9M reactions from USPTO patents (1976-2016). Task: Predict the product of the given reaction. (1) Given the reactants F[C:2]1[CH:9]=[CH:8][C:5]([C:6]#[N:7])=[CH:4][CH:3]=1.C(=O)([O-])[O-].[Cs+].[Cs+].[NH:16]1[CH:20]=[CH:19][CH:18]=[N:17]1, predict the reaction product. The product is: [N:16]1([C:2]2[CH:9]=[CH:8][C:5]([C:6]#[N:7])=[CH:4][CH:3]=2)[CH:20]=[CH:19][CH:18]=[N:17]1. (2) The product is: [C:1]1([CH2:7][CH2:8][C:9]2[CH:23]=[CH:22][C:12]3[N:13]=[C:14]([NH:16][C:17]([NH:19][CH2:20][CH3:21])=[O:18])[S:15][C:11]=3[CH:10]=2)[CH:2]=[CH:3][CH:4]=[CH:5][CH:6]=1. Given the reactants [C:1]1([C:7]#[C:8][C:9]2[CH:23]=[CH:22][C:12]3[N:13]=[C:14]([NH:16][C:17]([NH:19][CH2:20][CH3:21])=[O:18])[S:15][C:11]=3[CH:10]=2)[CH:6]=[CH:5][CH:4]=[CH:3][CH:2]=1, predict the reaction product. (3) Given the reactants [NH2:1][CH2:2][CH2:3][C:4]1[CH:16]=[CH:15][C:14]([CH:17]([CH3:19])[CH3:18])=[CH:13][C:5]=1[O:6][CH2:7][C:8]([O:10][CH2:11][CH3:12])=[O:9].C(N(CC)CC)C.[C:27]([C:29]1[CH:30]=[CH:31][C:32]([O:39][CH3:40])=[C:33]([S:35](Cl)(=[O:37])=[O:36])[CH:34]=1)#[N:28], predict the reaction product. The product is: [C:27]([C:29]1[CH:30]=[CH:31][C:32]([O:39][CH3:40])=[C:33]([S:35]([NH:1][CH2:2][CH2:3][C:4]2[CH:16]=[CH:15][C:14]([CH:17]([CH3:18])[CH3:19])=[CH:13][C:5]=2[O:6][CH2:7][C:8]([O:10][CH2:11][CH3:12])=[O:9])(=[O:37])=[O:36])[CH:34]=1)#[N:28]. (4) Given the reactants [CH2:1]([N:8]1[C:16]2[C:11](=[CH:12][CH:13]=[C:14]([C:17]3[C:18]4[CH:25]=[C:24]([C:26]5[CH2:31][CH2:30][N:29]([C:32]([O:34][C:35]([CH3:38])([CH3:37])[CH3:36])=[O:33])[CH2:28][CH:27]=5)[N:23](S(C5C=CC=CC=5)(=O)=O)[C:19]=4[N:20]=[CH:21][N:22]=3)[CH:15]=2)[C:10]([C:48]#[N:49])=[CH:9]1)[C:2]1[CH:7]=[CH:6][CH:5]=[CH:4][CH:3]=1.[OH-].[Na+], predict the reaction product. The product is: [CH2:1]([N:8]1[C:16]2[C:11](=[CH:12][CH:13]=[C:14]([C:17]3[C:18]4[CH:25]=[C:24]([C:26]5[CH2:31][CH2:30][N:29]([C:32]([O:34][C:35]([CH3:36])([CH3:38])[CH3:37])=[O:33])[CH2:28][CH:27]=5)[NH:23][C:19]=4[N:20]=[CH:21][N:22]=3)[CH:15]=2)[C:10]([C:48]#[N:49])=[CH:9]1)[C:2]1[CH:7]=[CH:6][CH:5]=[CH:4][CH:3]=1.